From a dataset of Full USPTO retrosynthesis dataset with 1.9M reactions from patents (1976-2016). Predict the reactants needed to synthesize the given product. (1) Given the product [CH:1]1([N:5]2[C:9]3[N:10]=[CH:11][N:12]=[C:13]([NH2:14])[C:8]=3[C:7]([C:26]3[CH:25]=[C:24]4[C:29]([CH:30]=[CH:31][C:22]([C:16]5[CH:21]=[CH:20][CH:19]=[CH:18][CH:17]=5)=[N:23]4)=[CH:28][CH:27]=3)=[CH:6]2)[CH2:4][CH2:3][CH2:2]1, predict the reactants needed to synthesize it. The reactants are: [CH:1]1([N:5]2[C:9]3[N:10]=[CH:11][N:12]=[C:13]([NH2:14])[C:8]=3[C:7](I)=[CH:6]2)[CH2:4][CH2:3][CH2:2]1.[C:16]1([C:22]2[CH:31]=[CH:30][C:29]3[C:24](=[CH:25][C:26](B4OC(C)(C)C(C)(C)C4)=[CH:27][CH:28]=3)[N:23]=2)[CH:21]=[CH:20][CH:19]=[CH:18][CH:17]=1.C([O-])([O-])=O.[Na+].[Na+].O. (2) The reactants are: C([O:4][C@H:5]1[C@@H:10]([O:11]C(=O)C)[C@H:9]([O:15]C(=O)C)[C@@H:8]([CH2:19][O:20]C(=O)C)[O:7][C@@H:6]1[O:24][C:25]1[CH:30]=[CH:29][C:28]([C:31]2[CH:32]=[C:33]([CH:38]=[CH:39][CH:40]=2)[C:34]([O:36][CH3:37])=[O:35])=[CH:27][CH:26]=1)(=O)C.C[O-].[Na+]. Given the product [OH:4][C@H:5]1[C@@H:10]([OH:11])[C@H:9]([OH:15])[C@@H:8]([CH2:19][OH:20])[O:7][C@@H:6]1[O:24][C:25]1[CH:26]=[CH:27][C:28]([C:31]2[CH:32]=[C:33]([CH:38]=[CH:39][CH:40]=2)[C:34]([O:36][CH3:37])=[O:35])=[CH:29][CH:30]=1, predict the reactants needed to synthesize it. (3) Given the product [CH3:39][O:38][C:19]1[CH:18]=[C:17]([CH:22]=[CH:21][C:20]=1[O:23][CH2:24][C:25]1[CH:26]=[CH:27][C:28]([C:31]([F:37])([F:36])[C:32]([F:34])([F:35])[F:33])=[CH:29][CH:30]=1)[CH2:16][N:15]1[C:9]2=[N:10][CH:11]=[C:12]([C:45]3[CH:44]=[N:43][N:42]([CH3:41])[CH:46]=3)[CH:13]=[C:8]2[N:7]=[C:6]1[NH2:5], predict the reactants needed to synthesize it. The reactants are: C(OC(=O)[NH:5][C:6]1[N:15]([CH2:16][C:17]2[CH:22]=[CH:21][C:20]([O:23][CH2:24][C:25]3[CH:30]=[CH:29][C:28]([C:31]([F:37])([F:36])[C:32]([F:35])([F:34])[F:33])=[CH:27][CH:26]=3)=[C:19]([O:38][CH3:39])[CH:18]=2)[C:9]2=[N:10][CH:11]=[C:12](I)[CH:13]=[C:8]2[N:7]=1)C.[CH3:41][N:42]1[CH:46]=[C:45](B2OC(C)(C)C(C)(C)O2)[CH:44]=[N:43]1. (4) Given the product [F:60][C:2]1([F:1])[C@H:6]([O:7][C:8]([C:23]2[CH:24]=[CH:25][CH:26]=[CH:27][CH:28]=2)([C:17]2[CH:18]=[CH:19][CH:20]=[CH:21][CH:22]=2)[C:9]2[CH:10]=[CH:11][C:12]([O:15][CH3:16])=[CH:13][CH:14]=2)[C@@H:5]([CH:29]([CH3:61])[OH:30])[O:4][C@H:3]1[N:31]1[CH:59]=[CH:58][C:35]([NH:36][C:37]([C:46]2[CH:47]=[CH:48][CH:49]=[CH:50][CH:51]=2)([C:52]2[CH:53]=[CH:54][CH:55]=[CH:56][CH:57]=2)[C:38]2[CH:43]=[CH:42][C:41]([O:44][CH3:45])=[CH:40][CH:39]=2)=[N:34][C:32]1=[O:33], predict the reactants needed to synthesize it. The reactants are: [F:1][C:2]1([F:60])[C@H:6]([O:7][C:8]([C:23]2[CH:28]=[CH:27][CH:26]=[CH:25][CH:24]=2)([C:17]2[CH:22]=[CH:21][CH:20]=[CH:19][CH:18]=2)[C:9]2[CH:14]=[CH:13][C:12]([O:15][CH3:16])=[CH:11][CH:10]=2)[C@@H:5]([CH:29]=[O:30])[O:4][C@H:3]1[N:31]1[CH:59]=[CH:58][C:35]([NH:36][C:37]([C:52]2[CH:57]=[CH:56][CH:55]=[CH:54][CH:53]=2)([C:46]2[CH:51]=[CH:50][CH:49]=[CH:48][CH:47]=2)[C:38]2[CH:43]=[CH:42][C:41]([O:44][CH3:45])=[CH:40][CH:39]=2)=[N:34][C:32]1=[O:33].[CH3:61][Mg+].[Br-].N#N. (5) Given the product [C:1]1([CH:7]([NH2:9])[CH3:8])[CH:6]=[CH:5][CH:4]=[CH:3][CH:2]=1, predict the reactants needed to synthesize it. The reactants are: [C:1]1([CH:7]([NH:9]CC#C)[CH3:8])[CH:6]=[CH:5][CH:4]=[CH:3][CH:2]=1. (6) Given the product [F:27][C:22]([F:28])([C:23]([F:26])([F:25])[F:24])[CH2:21][CH2:20][C:8]([CH2:7][C:6]1[CH:5]=[CH:4][C:3]([C:2]([F:15])([F:16])[F:1])=[CH:14][CH:13]=1)([C:11]#[N:12])[C:9]#[N:10], predict the reactants needed to synthesize it. The reactants are: [F:1][C:2]([F:16])([F:15])[C:3]1[CH:14]=[CH:13][C:6]([CH2:7][CH:8]([C:11]#[N:12])[C:9]#[N:10])=[CH:5][CH:4]=1.[H-].[Na+].I[CH2:20][CH2:21][C:22]([F:28])([F:27])[C:23]([F:26])([F:25])[F:24]. (7) Given the product [C:16]([O:15][C:13]([NH:12][CH2:11][CH2:10][CH2:9][C@H:4]([NH:3][C:33]([C:29]1[C:28](=[O:36])[N:27]([CH:20]([C:21]2[CH:26]=[CH:25][CH:24]=[CH:23][CH:22]=2)[C:46]2[CH:51]=[CH:50][CH:49]=[CH:48][CH:47]=2)[CH:32]=[CH:31][CH:30]=1)=[O:34])[C:5]([O:7][CH3:8])=[O:6])=[O:14])([CH3:19])([CH3:18])[CH3:17], predict the reactants needed to synthesize it. The reactants are: [Cl-].Cl.[NH2:3][C@@H:4]([CH2:9][CH2:10][CH2:11][NH:12][C:13]([O:15][C:16]([CH3:19])([CH3:18])[CH3:17])=[O:14])[C:5]([O:7][CH3:8])=[O:6].[CH2:20]([N:27]1[CH:32]=[CH:31][CH:30]=[C:29]([C:33](O)=[O:34])[C:28]1=[O:36])[C:21]1[CH:26]=[CH:25][CH:24]=[CH:23][CH:22]=1.CN(C(ON1N=N[C:47]2[CH:48]=[CH:49][CH:50]=[CH:51][C:46]1=2)=[N+](C)C)C.F[P-](F)(F)(F)(F)F.CCN(C(C)C)C(C)C. (8) Given the product [F:1][C:2]1[CH:7]=[CH:6][C:5]([S:8]([N:11]2[C:20]3[C:15](=[CH:16][C:17]([C:21]([OH:30])([C:26]([F:28])([F:27])[F:29])[C:22]([F:23])([F:25])[F:24])=[CH:18][CH:19]=3)[CH2:14][CH2:13][C@H:12]2[CH2:31][C:32]([NH:34][NH:35][C:46](=[O:47])[CH2:45][C:44]([NH:43][C:41](=[O:42])[O:40][C:36]([CH3:39])([CH3:38])[CH3:37])([CH3:50])[CH3:49])=[O:33])(=[O:9])=[O:10])=[CH:4][CH:3]=1, predict the reactants needed to synthesize it. The reactants are: [F:1][C:2]1[CH:7]=[CH:6][C:5]([S:8]([N:11]2[C:20]3[C:15](=[CH:16][C:17]([C:21]([OH:30])([C:26]([F:29])([F:28])[F:27])[C:22]([F:25])([F:24])[F:23])=[CH:18][CH:19]=3)[CH2:14][CH2:13][C@H:12]2[CH2:31][C:32]([NH:34][NH2:35])=[O:33])(=[O:10])=[O:9])=[CH:4][CH:3]=1.[C:36]([O:40][C:41]([NH:43][C:44]([CH3:50])([CH3:49])[CH2:45][C:46](O)=[O:47])=[O:42])([CH3:39])([CH3:38])[CH3:37]. (9) Given the product [CH:8]1([NH:14][C:15]([NH:1][C:2]2[CH:7]=[CH:6][N:5]=[CH:4][CH:3]=2)=[O:16])[CH2:13][CH2:12][CH2:11][CH2:10][CH2:9]1, predict the reactants needed to synthesize it. The reactants are: [NH2:1][C:2]1[CH:7]=[CH:6][N:5]=[CH:4][CH:3]=1.[CH:8]1([N:14]=[C:15]=[O:16])[CH2:13][CH2:12][CH2:11][CH2:10][CH2:9]1.